From a dataset of Full USPTO retrosynthesis dataset with 1.9M reactions from patents (1976-2016). Predict the reactants needed to synthesize the given product. (1) The reactants are: [F:1][C:2]1[C:7]([Li])=[CH:6][CH:5]=[CH:4][N:3]=1.O.[CH:10]1[CH:11]=C[NH+]=[CH:14][CH:15]=1.[O-][Cr](Cl)(=O)=O.[CH2:21]1[CH2:25][O:24][CH2:23][CH2:22]1. Given the product [CH:21]1([C:25]([C:7]2[C:2]([F:1])=[N:3][CH:4]=[CH:5][CH:6]=2)=[O:24])[CH2:22][CH2:23][CH2:14][CH2:15][CH2:10][CH2:11]1, predict the reactants needed to synthesize it. (2) Given the product [CH:8]1([NH:7][C:5](=[O:6])[C:4]2[CH:3]=[C:2](/[CH:20]=[CH:19]/[CH2:18][O:17][CH3:16])[N:13]=[C:12]([O:14][CH3:15])[CH:11]=2)[CH2:10][CH2:9]1, predict the reactants needed to synthesize it. The reactants are: Cl[C:2]1[CH:3]=[C:4]([CH:11]=[C:12]([O:14][CH3:15])[N:13]=1)[C:5]([NH:7][CH:8]1[CH2:10][CH2:9]1)=[O:6].[CH3:16][O:17][CH2:18]/[CH:19]=[CH:20]/B1OC(C)(C)C(C)(C)O1.C1(P(C2C=CC=CC=2)C2C=CC=CC=2)C=CC=CC=1.C(=O)([O-])[O-].[Na+].[Na+].